This data is from Catalyst prediction with 721,799 reactions and 888 catalyst types from USPTO. The task is: Predict which catalyst facilitates the given reaction. (1) Reactant: [CH3:1][CH:2]([N:4]1[C:8]2[N:9]=[C:10]([C:18]3[CH:23]=[CH:22][CH:21]=[CH:20][CH:19]=3)[CH:11]=[C:12]([C:13]([O:15][CH2:16][CH3:17])=[O:14])[C:7]=2[CH:6]=[N:5]1)[CH3:3].S(=O)(=O)(O)O.C([O-])([O-])=O.[Na+].[Na+].[N+:35]([O-])([OH:37])=[O:36]. Product: [CH3:1][CH:2]([N:4]1[C:8]2[N:9]=[C:10]([C:18]3[CH:19]=[CH:20][CH:21]=[CH:22][C:23]=3[N+:35]([O-:37])=[O:36])[CH:11]=[C:12]([C:13]([O:15][CH2:16][CH3:17])=[O:14])[C:7]=2[CH:6]=[N:5]1)[CH3:3]. The catalyst class is: 6. (2) Reactant: [CH3:1][O:2][C:3]1[CH:8]=[C:7]([O:9][CH3:10])[CH:6]=[CH:5][C:4]=1[S:11]([NH:14][CH:15]([C:17]1[CH:22]=[C:21]([F:23])[CH:20]=[CH:19][C:18]=1[C:24]1[CH:29]=[CH:28][C:27]([F:30])=[CH:26][C:25]=1F)[CH3:16])(=[O:13])=[O:12].C(=O)([O-])[O-].[K+].[K+]. Product: [CH3:1][O:2][C:3]1[CH:8]=[C:7]([O:9][CH3:10])[CH:6]=[CH:5][C:4]=1[S:11]([N:14]1[CH:15]([CH3:16])[C:17]2[C:18](=[CH:19][CH:20]=[C:21]([F:23])[CH:22]=2)[C:24]2[CH:29]=[CH:28][C:27]([F:30])=[CH:26][C:25]1=2)(=[O:13])=[O:12]. The catalyst class is: 9. (3) Reactant: [N:1]1([CH2:6][C@H:7]2[CH2:11][CH2:10][C@@H:9]([NH:12][CH2:13][C:14]([N:16]3[CH2:20][CH2:19][CH2:18][C@H:17]3[C:21]#[N:22])=[O:15])[CH2:8]2)[CH:5]=[N:4][CH:3]=[N:2]1.[ClH:23]. Product: [ClH:23].[N:1]1([CH2:6][C@H:7]2[CH2:11][CH2:10][C@@H:9]([NH:12][CH2:13][C:14]([N:16]3[CH2:20][CH2:19][CH2:18][C@H:17]3[C:21]#[N:22])=[O:15])[CH2:8]2)[CH:5]=[N:4][CH:3]=[N:2]1. The catalyst class is: 25. (4) Reactant: F[C:2]1[CH:3]=[CH:4][C:5]([N+:8]([O-:10])=[O:9])=[N:6][CH:7]=1.C([O-])([O-])=O.[K+].[K+].Cl.[NH:18]1[CH2:21][CH:20]([OH:22])[CH2:19]1. Product: [N+:8]([C:5]1[N:6]=[CH:7][C:2]([N:18]2[CH2:21][CH:20]([OH:22])[CH2:19]2)=[CH:3][CH:4]=1)([O-:10])=[O:9]. The catalyst class is: 10. (5) Reactant: C([O:5][C:6](=[O:21])[CH2:7][N:8]([S:12]([C:15]1[CH:20]=[CH:19][CH:18]=[CH:17][CH:16]=1)(=[O:14])=[O:13])[CH:9]([CH3:11])[CH3:10])(C)(C)C.Cl.O1CCOCC1. Product: [C:15]1([S:12]([N:8]([CH2:7][C:6]([OH:21])=[O:5])[CH:9]([CH3:11])[CH3:10])(=[O:14])=[O:13])[CH:16]=[CH:17][CH:18]=[CH:19][CH:20]=1. The catalyst class is: 12. (6) Product: [CH3:1][O:2][C:3]([C:5]1[S:9][C:8]2[CH:10]=[C:11]([C:28]3[CH:29]=[CH:30][C:25]([OH:24])=[CH:26][CH:27]=3)[CH:12]=[CH:13][C:7]=2[C:6]=1[O:15][CH2:16][C:17]([O:19][C:20]([CH3:23])([CH3:22])[CH3:21])=[O:18])=[O:4]. Reactant: [CH3:1][O:2][C:3]([C:5]1[S:9][C:8]2[CH:10]=[C:11](Cl)[CH:12]=[CH:13][C:7]=2[C:6]=1[O:15][CH2:16][C:17]([O:19][C:20]([CH3:23])([CH3:22])[CH3:21])=[O:18])=[O:4].[OH:24][C:25]1[CH:30]=[CH:29][C:28](B(O)O)=[CH:27][CH:26]=1.C1(P(C2CCCCC2)C2C=CC=CC=2C2C=CC=CC=2)CCCCC1.[F-].[K+]. The catalyst class is: 318. (7) The catalyst class is: 1. Product: [Cl:1][C:2]1[CH:7]=[CH:6][C:5]([C:8]([N:15]2[C:23]3[C:18](=[C:19]([NH:25][S:26]([CH3:29])(=[O:27])=[O:28])[CH:20]=[C:21]([F:24])[CH:22]=3)[CH:17]=[CH:16]2)([CH2:13][CH3:14])[CH2:9][OH:10])=[CH:4][CH:3]=1. Reactant: [Cl:1][C:2]1[CH:7]=[CH:6][C:5]([C:8]([N:15]2[C:23]3[C:18](=[C:19]([NH:25][S:26]([CH3:29])(=[O:28])=[O:27])[CH:20]=[C:21]([F:24])[CH:22]=3)[CH:17]=[CH:16]2)([CH2:13][CH3:14])[C:9](OC)=[O:10])=[CH:4][CH:3]=1.[H-].[Al+3].[Li+].[H-].[H-].[H-].Cl. (8) The catalyst class is: 1. Reactant: [C:1]([C:3]1[CH:4]=[C:5]([C:13]2[O:17][N:16]=[C:15]([C:18]3[CH:19]=[C:20]4[C:24](=[CH:25][C:26]=3[CH3:27])[CH:23]([CH2:28][C:29]([O:31]C)=[O:30])[CH2:22][CH2:21]4)[N:14]=2)[CH:6]=[CH:7][C:8]=1[O:9][CH:10]([CH3:12])[CH3:11])#[N:2].O. Product: [C:1]([C:3]1[CH:4]=[C:5]([C:13]2[O:17][N:16]=[C:15]([C:18]3[CH:19]=[C:20]4[C:24](=[CH:25][C:26]=3[CH3:27])[CH:23]([CH2:28][C:29]([OH:31])=[O:30])[CH2:22][CH2:21]4)[N:14]=2)[CH:6]=[CH:7][C:8]=1[O:9][CH:10]([CH3:12])[CH3:11])#[N:2].